This data is from Reaction yield outcomes from USPTO patents with 853,638 reactions. The task is: Predict the reaction yield, written as a fraction of the theoretical maximum amount of product (1.0 means a 100% yield; for example, 0.34 means a 34% yield). (1) The reactants are [C:1]1([C:7]2[O:8][CH:9]=[C:10]([CH2:12][CH2:13][NH2:14])[N:11]=2)[CH:6]=[CH:5][CH:4]=[CH:3][CH:2]=1.[F:15][C:16]([F:32])([F:31])[C:17]1[O:21][N:20]=[C:19]([C:22]2[CH:23]=[C:24]([CH:28]=[CH:29][CH:30]=2)[C:25](O)=[O:26])[N:18]=1. No catalyst specified. The product is [C:1]1([C:7]2[O:8][CH:9]=[C:10]([CH2:12][CH2:13][NH:14][C:25](=[O:26])[C:24]3[CH:28]=[CH:29][CH:30]=[C:22]([C:19]4[N:18]=[C:17]([C:16]([F:32])([F:31])[F:15])[O:21][N:20]=4)[CH:23]=3)[N:11]=2)[CH:2]=[CH:3][CH:4]=[CH:5][CH:6]=1. The yield is 0.250. (2) The reactants are [O:1]1[CH:5]=[CH:4][CH:3]=[C:2]1[C:6](Cl)=[O:7].[CH2:9]([N:16]1[C:25]2[C:20](=[CH:21][C:22]([CH3:26])=[CH:23][CH:24]=2)[C:19]([N:27]2[CH2:32][CH2:31][NH:30][CH2:29][CH2:28]2)=[C:18]([C:33]#[N:34])[C:17]1=[O:35])[C:10]1[CH:15]=[CH:14][CH:13]=[CH:12][CH:11]=1. The catalyst is N1C=CC=CC=1. The product is [CH2:9]([N:16]1[C:25]2[C:20](=[CH:21][C:22]([CH3:26])=[CH:23][CH:24]=2)[C:19]([N:27]2[CH2:32][CH2:31][N:30]([C:6]([C:2]3[O:1][CH:5]=[CH:4][CH:3]=3)=[O:7])[CH2:29][CH2:28]2)=[C:18]([C:33]#[N:34])[C:17]1=[O:35])[C:10]1[CH:11]=[CH:12][CH:13]=[CH:14][CH:15]=1. The yield is 0.900. (3) The yield is 0.560. The catalyst is [Cu]Cl. The reactants are N([O-])=O.[Na+].O.[CH2:6]([C:8]1[CH:14]=[CH:13][C:11](N)=[CH:10][C:9]=1[N+:15]([O-:17])=[O:16])[CH3:7].[ClH:18]. The product is [Cl:18][C:11]1[CH:13]=[CH:14][C:8]([CH2:6][CH3:7])=[C:9]([N+:15]([O-:17])=[O:16])[CH:10]=1. (4) The reactants are [O:1]1[CH:5]=[CH:4][CH:3]=[C:2]1[C:6](=O)[CH2:7][C:8]1[CH:9]=[CH:10][C:11](=[O:15])[N:12]([CH3:14])[CH:13]=1.[CH3:17]OC(OC)N(C)C.Cl.[NH2:26][C:27]([NH2:29])=[NH:28].N12CCCN=C1CCCCC2. The catalyst is CC(O)C.CN(C)C=O. The product is [NH2:28][C:27]1[N:29]=[C:6]([C:2]2[O:1][CH:5]=[CH:4][CH:3]=2)[C:7]([C:8]2[CH:9]=[CH:10][C:11](=[O:15])[N:12]([CH3:14])[CH:13]=2)=[CH:17][N:26]=1. The yield is 0.841. (5) The reactants are ClC(OC(Cl)C)=O.C([N:15]1[CH2:19][C@@H:18]([C:20]2[CH:25]=[CH:24][C:23]([Cl:26])=[C:22]([Cl:27])[CH:21]=2)[C@H:17]([C:28]([O:30][CH3:31])=[O:29])[CH2:16]1)C1C=CC=CC=1. The catalyst is ClCCCl. The product is [Cl:27][C:22]1[CH:21]=[C:20]([C@@H:18]2[CH2:19][NH:15][CH2:16][C@H:17]2[C:28]([O:30][CH3:31])=[O:29])[CH:25]=[CH:24][C:23]=1[Cl:26]. The yield is 0.980.